Task: Regression. Given a peptide amino acid sequence and an MHC pseudo amino acid sequence, predict their binding affinity value. This is MHC class II binding data.. Dataset: Peptide-MHC class II binding affinity with 134,281 pairs from IEDB (1) The peptide sequence is EAIIRILQQLLFIHFRIGCQHSR. The MHC is DRB1_0701 with pseudo-sequence DRB1_0701. The binding affinity (normalized) is 0.373. (2) The MHC is DRB1_1101 with pseudo-sequence DRB1_1101. The binding affinity (normalized) is 0.198. The peptide sequence is AAFHSRFVQALTTAA. (3) The peptide sequence is AARLFKAFILDGDKL. The MHC is DRB1_0404 with pseudo-sequence DRB1_0404. The binding affinity (normalized) is 0.394. (4) The peptide sequence is SQDLELYWNLNGLQAY. The MHC is DRB1_0401 with pseudo-sequence DRB1_0401. The binding affinity (normalized) is 0.371. (5) The peptide sequence is EAKYWCPDSMEYNCP. The MHC is HLA-DQA10201-DQB10402 with pseudo-sequence HLA-DQA10201-DQB10402. The binding affinity (normalized) is 0. (6) The peptide sequence is WLDAKSTWYGKPTGAGPKDN. The MHC is HLA-DPA10301-DPB10402 with pseudo-sequence HLA-DPA10301-DPB10402. The binding affinity (normalized) is 0. (7) The peptide sequence is AEKFKEDVINDFVSS. The MHC is HLA-DPA10103-DPB10301 with pseudo-sequence HLA-DPA10103-DPB10301. The binding affinity (normalized) is 0.291. (8) The peptide sequence is IQNSLSTEWSPCSVT. The MHC is HLA-DQA10102-DQB10602 with pseudo-sequence HLA-DQA10102-DQB10602. The binding affinity (normalized) is 0.407. (9) The peptide sequence is DTFRKDFRVYSNFLR. The MHC is DRB1_1302 with pseudo-sequence DRB1_1302. The binding affinity (normalized) is 0.473. (10) The peptide sequence is TPEGIIPALFEPERE. The MHC is DRB1_1302 with pseudo-sequence DRB1_1302. The binding affinity (normalized) is 0.